Dataset: Experimentally validated miRNA-target interactions with 360,000+ pairs, plus equal number of negative samples. Task: Binary Classification. Given a miRNA mature sequence and a target amino acid sequence, predict their likelihood of interaction. (1) The miRNA is hsa-miR-183-5p with sequence UAUGGCACUGGUAGAAUUCACU. The protein sequence of the target gene is MGNIFGNLLKSLIGKKEMRILMVGLDAAGKTTILYKLKLGEIVTTIPTIGFNVETVEYKNISFTVWDVGGQDKIRPLWRHYFQNTQGLIFVVDSNDRERVNEAREELMRMLAEDELRDAVLLVFANKQDLPNAMNAAEITDKLGLHSLRHRNWYIQATCATSGDGLYEGLDWLANQLKNKK. Result: 1 (interaction). (2) The miRNA is rno-miR-450a-5p with sequence UUUUGCGAUGUGUUCCUAAUGU. The protein sequence of the target gene is MAALEEEFTLSSVVLSAGPEGLLGVEQSDKTDQFLVTDSGRTVILYKVSDQKPLGSWSVKQGQIITCPAVCNFQTGEYVVVHDNKVLRIWNNEDVNLDKVFKATLSAEVYRILSVQGTEPLVLFKEGAVRGLEALLADPQQKIETVISDEEVIKWTKFFVVFRHPVLIFITEKHGNYFAYVQMFNSRILTKYTLLLGQDENSVIKSFTASVDRKFISLMSLSSDGCIYETLIPIRPADPEKNQSLVKSLLLKAVVSGNARNGVALTALDQDHVAVLGSPLAASKECLSVWNIKFQTLQTS.... Result: 0 (no interaction). (3) The miRNA is hsa-miR-4433b-3p with sequence CAGGAGUGGGGGGUGGGACGU. The protein sequence of the target gene is MGFWCRMSENQEQEEVITVRVQDPRVQNEGSWNSYVDYKIFLHTNSKAFTAKTSCVRRRYREFVWLRKQLQRNAGLVPVPELPGKSTFFGTSDEFIEKRRQGLQHFLEKVLQSVVLLSDSQLHLFLQSQLSVPEIEACVQGRSTMTVSDAILRYAMSNCGWAQEERQSSSHLAKGDQPKSCCFLPRSGRRSSPSPPPSEEKDHLEVWAPVVDSEVPSLESPTLPPLSSPLCCDFGRPKEGTSTLQSVRRAVGGDHAVPLDPGQLETVLEK. Result: 1 (interaction). (4) The miRNA is hsa-miR-183-5p with sequence UAUGGCACUGGUAGAAUUCACU. The protein sequence of the target gene is MNGDMPHVPITTLAGIASLTDLLNQLPLPSPLPATTTKSLLFNARIAEEVNCLLACRDDNLVSQLVHSLNQVSTDHIELKDNLGSDDPEGDIPVLLQAVLARSPNVFREKSMQNRYVQSGMMMSQYKLSQNSMHSSPASSNYQQTTISHSPSSRFVPPQTSSGNRFMPQQNSPVPSPYAPQSPAGYMPYSHPSSYTTHPQMQQASVSSPIVAGGLRNIHDNKVSGPLSGNSANHHADNPRHGSSEDYLHMVHRLSSDDGDSSTMRNAASFPLRSPQPVCSPAGSEGTPKGSRPPLILQSQ.... Result: 1 (interaction). (5) The miRNA is cel-miR-60-3p with sequence UAUUAUGCACAUUUUCUAGUUCA. The protein sequence of the target gene is MANYYEVLGVQASASPEDIKKAYRKLALRWHPDKNPDNKEEAEKKFKLVSEAYEVLSDSKKRSLYDRAGCDSWRAGGGASTPYHSPFDTGYTFRNPEDIFREFFGGLDPFSFEFWDSPFNSDRGGRGHGLRGAFSAGFGEFPAFMEAFSSFNMLGCSGGSHTTFSSTSFGGSSSGSSGFKSVMSSTEMINGHKVTTKRIVENGQERVEVEEDGQLKSVTVNGKEQLKWMDSK. Result: 0 (no interaction).